Predict the product of the given reaction. From a dataset of Forward reaction prediction with 1.9M reactions from USPTO patents (1976-2016). (1) The product is: [F:1][C:2]1[CH:7]=[CH:6][C:5]([C:8]2[N:13]=[C:12]3[CH:14]=[C:15]([CH2:18][NH:37][CH2:36][CH2:35][O:34][CH3:33])[N:16]([CH3:17])[C:11]3=[C:10]([C:20]3[CH:25]=[CH:24][C:23]([F:26])=[CH:22][CH:21]=3)[C:9]=2[C:27]2[CH:28]=[CH:29][N:30]=[CH:31][CH:32]=2)=[CH:4][CH:3]=1. Given the reactants [F:1][C:2]1[CH:7]=[CH:6][C:5]([C:8]2[N:13]=[C:12]3[CH:14]=[C:15]([CH:18]=O)[N:16]([CH3:17])[C:11]3=[C:10]([C:20]3[CH:25]=[CH:24][C:23]([F:26])=[CH:22][CH:21]=3)[C:9]=2[C:27]2[CH:32]=[CH:31][N:30]=[CH:29][CH:28]=2)=[CH:4][CH:3]=1.[CH3:33][O:34][CH2:35][CH2:36][NH2:37].[BH-](OC(C)=O)(OC(C)=O)OC(C)=O.[Na+].C([O-])(O)=O.[Na+], predict the reaction product. (2) Given the reactants [H-].[Na+].[OH:3][CH2:4][CH2:5][O:6][C:7]1[N:12]=[CH:11][N:10]=[C:9]([NH:13][S:14]([CH2:17][CH2:18][C:19]2[CH:24]=[CH:23][CH:22]=[CH:21][CH:20]=2)(=[O:16])=[O:15])[C:8]=1[C:25]1[CH:30]=[CH:29][C:28]([CH3:31])=[CH:27][CH:26]=1.Cl[C:33]1[CH:38]=[CH:37][C:36]([C:39]([F:42])([F:41])[F:40])=[CH:35][N:34]=1, predict the reaction product. The product is: [C:28]1([CH3:31])[CH:29]=[CH:30][C:25]([C:8]2[C:9]([NH:13][S:14]([CH2:17][CH2:18][C:19]3[CH:24]=[CH:23][CH:22]=[CH:21][CH:20]=3)(=[O:15])=[O:16])=[N:10][CH:11]=[N:12][C:7]=2[O:6][CH2:5][CH2:4][O:3][C:33]2[CH:38]=[CH:37][C:36]([C:39]([F:42])([F:41])[F:40])=[CH:35][N:34]=2)=[CH:26][CH:27]=1. (3) Given the reactants [CH2:1]([C:8]1[CH:17]=[C:16]2[C:11]([CH:12]=[C:13]([C:22]([OH:24])=[O:23])[CH:14]([C:18]([F:21])([F:20])[F:19])[O:15]2)=[CH:10][C:9]=1[CH3:25])[C:2]1[CH:7]=[CH:6][CH:5]=[CH:4][CH:3]=1.C1([C@H](N)C)C2C(=CC=CC=2)C=CC=1, predict the reaction product. The product is: [CH2:1]([C:8]1[CH:17]=[C:16]2[C:11]([CH:12]=[C:13]([C:22]([OH:24])=[O:23])[C@@H:14]([C:18]([F:19])([F:20])[F:21])[O:15]2)=[CH:10][C:9]=1[CH3:25])[C:2]1[CH:7]=[CH:6][CH:5]=[CH:4][CH:3]=1. (4) Given the reactants [C:1]([C:3]1[CH:10]=[CH:9][C:6]([CH:7]=O)=[C:5]([N+]([O-])=O)[CH:4]=1)#[N:2].[SH:14][CH2:15][C:16]([O:18][CH3:19])=[O:17].C(N(CC)CC)C.C(O)(=O)C, predict the reaction product. The product is: [C:1]([C:3]1[CH:10]=[CH:9][C:6]2[CH:7]=[C:15]([C:16]([O:18][CH3:19])=[O:17])[S:14][C:5]=2[CH:4]=1)#[N:2].